Dataset: Full USPTO retrosynthesis dataset with 1.9M reactions from patents (1976-2016). Task: Predict the reactants needed to synthesize the given product. (1) The reactants are: [C:1]1(B(O)O)[CH:6]=[CH:5][CH:4]=[CH:3][CH:2]=1.[F:10][C:11]1([F:17])[CH2:16][CH2:15][NH:14][CH2:13][CH2:12]1.O.O=[CH:20][C:21]([OH:23])=[O:22]. Given the product [F:10][C:11]1([F:17])[CH2:16][CH2:15][N:14]([CH:20]([C:1]2[CH:6]=[CH:5][CH:4]=[CH:3][CH:2]=2)[C:21]([OH:23])=[O:22])[CH2:13][CH2:12]1, predict the reactants needed to synthesize it. (2) Given the product [CH2:20]([O:18][C:17]([C:15]1[S:14][C:10]2[N:11]=[CH:12][N:13]=[C:8]([C:4]3[CH:5]=[CH:6][CH:7]=[C:2]([NH2:1])[CH:3]=3)[C:9]=2[CH:16]=1)=[O:19])[CH3:21], predict the reactants needed to synthesize it. The reactants are: [NH2:1][C:2]1[CH:3]=[C:4]([C:8]2[C:9]3[CH:16]=[C:15]([C:17]([OH:19])=[O:18])[S:14][C:10]=3[N:11]=[CH:12][N:13]=2)[CH:5]=[CH:6][CH:7]=1.[CH2:20](O)[CH3:21]. (3) Given the product [O:10]1[C:11]2[CH:17]=[CH:16][CH:15]=[CH:14][C:12]=2[N:13]=[C:9]1[C:6]1[CH:7]=[CH:8][C:3]([CH2:2][C:21]#[N:22])=[C:4]([O:18][CH3:19])[CH:5]=1, predict the reactants needed to synthesize it. The reactants are: Br[CH2:2][C:3]1[CH:8]=[CH:7][C:6]([C:9]2[O:10][C:11]3[CH:17]=[CH:16][CH:15]=[CH:14][C:12]=3[N:13]=2)=[CH:5][C:4]=1[O:18][CH3:19].O.[C-:21]#[N:22].[Na+]. (4) Given the product [CH:70]1([NH:73][C:32](=[O:33])[NH:31][C:28]2[CH:27]=[CH:26][C:25]([C:14]3[N:13]=[C:12]([CH2:11][S:8]([C:5]4[CH:4]=[CH:3][C:2]([F:1])=[CH:7][CH:6]=4)(=[O:10])=[O:9])[CH:17]=[C:16]([N:18]4[CH2:23][CH2:22][O:21][CH2:20][C@@H:19]4[CH3:24])[N:15]=3)=[CH:30][CH:29]=2)[CH2:71][CH2:72][CH2:67]1, predict the reactants needed to synthesize it. The reactants are: [F:1][C:2]1[CH:7]=[CH:6][C:5]([S:8]([CH2:11][C:12]2[CH:17]=[C:16]([N:18]3[CH2:23][CH2:22][O:21][CH2:20][C@@H:19]3[CH3:24])[N:15]=[C:14]([C:25]3[CH:30]=[CH:29][C:28]([NH:31][C:32](=O)[O:33]C4C=CC=CC=4)=[CH:27][CH:26]=3)[N:13]=2)(=[O:10])=[O:9])=[CH:4][CH:3]=1.FC1C=CC(S(C(C2C=C(N3CCOC[C@@H]3C)N=C([C:67]3[CH:72]=[CH:71][C:70]([NH:73]C(=O)OC4C=CC=CC=4)=CC=3)N=2)(C)C)(=O)=O)=CC=1. (5) The reactants are: [NH2:1][C:2]([C:7]1[CH:12]=[CH:11][C:10]([O:13][CH3:14])=[CH:9][CH:8]=1)([CH3:6])[C:3](O)=[O:4].[H-].[Al+3].[Li+].[H-].[H-].[H-]. Given the product [NH2:1][C:2]([C:7]1[CH:8]=[CH:9][C:10]([O:13][CH3:14])=[CH:11][CH:12]=1)([CH3:6])[CH2:3][OH:4], predict the reactants needed to synthesize it. (6) Given the product [C:12]([N:11]1[C:7]([C:1]2[CH:6]=[CH:5][CH:4]=[CH:3][C:2]=2[B:31]([OH:36])[OH:32])=[N:8][N:9]=[N:10]1)([C:25]1[CH:26]=[CH:27][CH:28]=[CH:29][CH:30]=1)([C:13]1[CH:18]=[CH:17][CH:16]=[CH:15][CH:14]=1)[C:19]1[CH:20]=[CH:21][CH:22]=[CH:23][CH:24]=1, predict the reactants needed to synthesize it. The reactants are: [C:1]1([C:7]2[N:11]([C:12]([C:25]3[CH:30]=[CH:29][CH:28]=[CH:27][CH:26]=3)([C:19]3[CH:24]=[CH:23][CH:22]=[CH:21][CH:20]=3)[C:13]3[CH:18]=[CH:17][CH:16]=[CH:15][CH:14]=3)[N:10]=[N:9][N:8]=2)[CH:6]=[CH:5][CH:4]=[CH:3][CH:2]=1.[B:31](OC(C)C)([O:36]C(C)C)[O:32]C(C)C.